The task is: Predict which catalyst facilitates the given reaction.. This data is from Catalyst prediction with 721,799 reactions and 888 catalyst types from USPTO. (1) Reactant: [CH2:1]([NH:6][C:7]1[N:8]=[CH:9][NH:10][C:11]=1[C:12]#[N:13])[CH2:2][CH2:3][CH2:4][CH3:5].O.O.[SH2:16].[Na].[Cl-].[NH4+]. Product: [CH2:1]([NH:6][C:7]1[N:8]=[CH:9][NH:10][C:11]=1[C:12](=[S:16])[NH2:13])[CH2:2][CH2:3][CH2:4][CH3:5]. The catalyst class is: 5. (2) Reactant: [Br:1][C:2]1[CH:7]=[CH:6][C:5]([C:8](=[O:22])[CH2:9][CH2:10][C:11]([C:13]2[CH:18]=[CH:17][C:16]([N+:19]([O-:21])=[O:20])=[CH:15][CH:14]=2)=[O:12])=[CH:4][CH:3]=1.[BH4-].[Na+]. Product: [Br:1][C:2]1[CH:3]=[CH:4][C:5]([CH:8]([OH:22])[CH2:9][CH2:10][CH:11]([C:13]2[CH:18]=[CH:17][C:16]([N+:19]([O-:21])=[O:20])=[CH:15][CH:14]=2)[OH:12])=[CH:6][CH:7]=1. The catalyst class is: 8. (3) Reactant: [CH2:1]([NH:8][C:9]([C:11]1[C:20]2[C:15](=[CH:16][C:17]([NH:21][S:22]([C:25]3[CH:30]=[C:29]([Cl:31])[CH:28]=[C:27]([Cl:32])[CH:26]=3)(=[O:24])=[O:23])=[CH:18][CH:19]=2)[CH:14]=[CH:13][CH:12]=1)=[O:10])[C:2]1[CH:7]=[CH:6][CH:5]=[CH:4][CH:3]=1.[CH2:33]([O:35][P:36]([CH2:41]OS(C(F)(F)F)(=O)=O)([O:38][CH2:39][CH3:40])=[O:37])[CH3:34].C(=O)([O-])[O-].[K+].[K+].C(OCC)(=O)C. Product: [CH2:33]([O:35][P:36]([CH2:41][N:21]([C:17]1[CH:18]=[CH:19][C:20]2[C:15](=[CH:14][CH:13]=[CH:12][C:11]=2[C:9]([NH:8][CH2:1][C:2]2[CH:3]=[CH:4][CH:5]=[CH:6][CH:7]=2)=[O:10])[CH:16]=1)[S:22]([C:25]1[CH:26]=[C:27]([Cl:32])[CH:28]=[C:29]([Cl:31])[CH:30]=1)(=[O:24])=[O:23])(=[O:37])[O:38][CH2:39][CH3:40])[CH3:34]. The catalyst class is: 9. (4) Reactant: [OH:1][C:2]1[CH:7]=[CH:6][C:5](B(O)O)=[CH:4][CH:3]=1.Br[C:12]1[CH:17]=[CH:16][C:15]([C:18]([F:21])([F:20])[F:19])=[CH:14][N:13]=1. Product: [F:19][C:18]([F:21])([F:20])[C:15]1[CH:16]=[CH:17][C:12]([C:5]2[CH:6]=[CH:7][C:2]([OH:1])=[CH:3][CH:4]=2)=[N:13][CH:14]=1. The catalyst class is: 108. (5) Reactant: [OH:1][C:2]1[C:3]([C:18]([O:20][CH3:21])=[O:19])=[C:4]([C:14]([O:16][CH3:17])=[O:15])[C:5]([CH2:8][CH2:9][C:10]([O:12][CH3:13])=[O:11])=[N:6][CH:7]=1.C(=O)([O-])[O-].[K+].[K+].Br[CH2:29][C:30]([O:32][CH3:33])=[O:31]. Product: [CH3:33][O:32][C:30](=[O:31])[CH2:29][O:1][C:2]1[C:3]([C:18]([O:20][CH3:21])=[O:19])=[C:4]([C:14]([O:16][CH3:17])=[O:15])[C:5]([CH2:8][CH2:9][C:10]([O:12][CH3:13])=[O:11])=[N:6][CH:7]=1. The catalyst class is: 21.